From a dataset of Full USPTO retrosynthesis dataset with 1.9M reactions from patents (1976-2016). Predict the reactants needed to synthesize the given product. (1) Given the product [OH:33][CH2:32][CH2:31][NH:30][C:19](=[O:21])[C:18]1[CH:22]=[CH:23][CH:24]=[C:16]([C:12]2[C:10]3[CH:11]=[C:7]([CH2:6][C:5]4[CH:25]=[CH:26][CH:27]=[C:3]([C:2]([F:28])([F:1])[F:29])[CH:4]=4)[S:8][C:9]=3[CH:15]=[CH:14][CH:13]=2)[CH:17]=1, predict the reactants needed to synthesize it. The reactants are: [F:1][C:2]([F:29])([F:28])[C:3]1[CH:4]=[C:5]([CH:25]=[CH:26][CH:27]=1)[CH2:6][C:7]1[S:8][C:9]2[CH:15]=[CH:14][CH:13]=[C:12]([C:16]3[CH:17]=[C:18]([CH:22]=[CH:23][CH:24]=3)[C:19]([OH:21])=O)[C:10]=2[CH:11]=1.[NH2:30][CH2:31][CH2:32][OH:33].C[N+]1(C2N=C(OC)N=C(OC)N=2)CCOCC1.[Cl-].CO. (2) The reactants are: [OH:1][C:2]1[C:3]([N+:11]([O-:13])=[O:12])=[C:4]([CH:8]=[CH:9][CH:10]=1)[C:5]([OH:7])=[O:6].OS(O)(=O)=O.[CH3:19]O. Given the product [OH:1][C:2]1[C:3]([N+:11]([O-:13])=[O:12])=[C:4]([CH:8]=[CH:9][CH:10]=1)[C:5]([O:7][CH3:19])=[O:6], predict the reactants needed to synthesize it. (3) Given the product [N:1]1[C:10]2[C:5](=[CH:6][CH:7]=[CH:8][CH:9]=2)[CH:4]=[CH:3][C:2]=1[N:11]1[CH2:12][CH2:13][N:14]([CH2:17][CH2:18][CH2:19][NH2:20])[CH2:15][CH2:16]1, predict the reactants needed to synthesize it. The reactants are: [N:1]1[C:10]2[C:5](=[CH:6][CH:7]=[CH:8][CH:9]=2)[CH:4]=[CH:3][C:2]=1[N:11]1[CH2:16][CH2:15][N:14]([CH2:17][CH2:18][CH2:19][N:20]2C(=O)C3C(=CC=CC=3)C2=O)[CH2:13][CH2:12]1.O.NN. (4) Given the product [C:14]1([C:18]2[CH:19]=[CH:20][CH:21]=[CH:22][CH:23]=2)[CH:15]=[CH:16][CH:17]=[C:12]([C@H:9]2[CH2:10][CH2:11][NH:6][CH2:7][C@@H:8]2[O:24][CH2:25][C:26]2[CH:31]=[CH:30][C:29]([CH3:32])=[CH:28][C:27]=2[O:33][CH2:34][CH2:35][CH2:36][O:37][CH3:38])[CH:13]=1, predict the reactants needed to synthesize it. The reactants are: C(OC([N:6]1[CH2:11][CH2:10][C@H:9]([C:12]2[CH:13]=[C:14]([C:18]3[CH:23]=[CH:22][CH:21]=[CH:20][CH:19]=3)[CH:15]=[CH:16][CH:17]=2)[C@@H:8]([O:24][CH2:25][C:26]2[CH:31]=[CH:30][C:29]([CH3:32])=[CH:28][C:27]=2[O:33][CH2:34][CH2:35][CH2:36][O:37][CH3:38])[CH2:7]1)=O)C.[OH-].[Na+]. (5) Given the product [CH3:33][S:30]([O:14][CH2:13][C:8]1([C:4]2[CH:5]=[CH:6][CH:7]=[C:2]([Cl:1])[CH:3]=2)[CH2:12][CH2:11][CH2:10][CH2:9]1)(=[O:31])=[O:29], predict the reactants needed to synthesize it. The reactants are: [Cl:1][C:2]1[CH:3]=[C:4]([C:8]2([CH2:13][OH:14])[CH2:12][CH2:11][CH2:10][CH2:9]2)[CH:5]=[CH:6][CH:7]=1.FC(F)(F)C1C=CC(C2(C[O:29][S:30]([CH3:33])(=O)=[O:31])CCCC2)=CC=1. (6) Given the product [OH:6][C:7]1[CH:8]=[C:9]([CH:49]=[CH:50][CH:51]=1)[CH2:10][C@@H:11]1[NH:36][C:35](=[O:37])[C@H:34]([CH:38]([CH3:39])[CH3:40])[NH:33][C:32](=[O:41])[CH2:31][C@H:30]([O:42][CH3:43])[CH2:29][CH2:28][CH:27]=[CH:26][C:25]2=[CH:44][C:21](=[CH:22][CH:23]=[CH:24]2)[C@@H:20]([CH3:45])[O:19][C:18](=[O:46])[C@H:17]2[NH:47][N:13]([CH2:14][CH2:15][CH2:16]2)[C:12]1=[O:48], predict the reactants needed to synthesize it. The reactants are: C([Si](C)(C)[O:6][C:7]1[CH:8]=[C:9]([CH:49]=[CH:50][CH:51]=1)[CH2:10][C@@H:11]1[NH:36][C:35](=[O:37])[C@H:34]([CH:38]([CH3:40])[CH3:39])[NH:33][C:32](=[O:41])[CH2:31][C@H:30]([O:42][CH3:43])[CH2:29][CH2:28][CH:27]=[CH:26][C:25]2=[CH:44][C:21](=[CH:22][CH:23]=[CH:24]2)[C@@H:20]([CH3:45])[O:19][C:18](=[O:46])[C@H:17]2[NH:47][N:13]([CH2:14][CH2:15][CH2:16]2)[C:12]1=[O:48])(C)(C)C.CCCC[N+](CCCC)(CCCC)CCCC.[F-].C(=O)(O)[O-].[Na+]. (7) Given the product [CH2:19]([O:22][C:23](=[O:40])[NH:24][CH:25]1[CH2:29][C:28](=[O:30])[O:27][CH:26]1[O:31][CH2:32][CH:33]1[CH2:34][CH2:39][CH2:38][CH2:37]1)[CH:20]=[CH2:21], predict the reactants needed to synthesize it. The reactants are: C(OC(=O)CC(NC(OCC=C)=O)CO)(C)(C)C.[CH2:19]([O:22][C:23](=[O:40])[NH:24][CH:25]1[CH2:29][C:28](=[O:30])[O:27][CH:26]1[O:31][CH2:32][CH2:33][C:34]1[CH:39]=[CH:38][CH:37]=CC=1)[CH:20]=[CH2:21].C1(CO)CCCC1. (8) Given the product [Cl:7][C:8]1[C:16]([Cl:17])=[C:15]2[C:11]([CH2:12][C:13]([CH:20]3[CH2:24][CH2:23][CH2:22][CH2:21]3)([CH3:19])[CH2:14]2)=[CH:10][C:9]=1[O:2][C:1]([C:28]1[CH:35]=[CH:34][C:31]([C:32]#[N:33])=[CH:30][CH:29]=1)=[O:4], predict the reactants needed to synthesize it. The reactants are: [C:1](=[O:4])([O-])[O-:2].[K+].[K+].[Cl:7][C:8]1[C:16]([Cl:17])=[C:15]2[C:11]([CH2:12][C:13]([CH:20]3[CH2:24][CH2:23][CH2:22][CH2:21]3)([CH3:19])[C:14]2=O)=[CH:10][C:9]=1O.BrC[C:28]1[CH:35]=[CH:34][C:31]([C:32]#[N:33])=[CH:30][CH:29]=1. (9) Given the product [CH3:18][C:13]1([CH3:19])[C:14]([CH3:17])([CH3:16])[O:15][B:11]([C:2]2[CH:3]=[CH:4][C:5]([C:8](=[O:10])[CH3:9])=[N:6][CH:7]=2)[O:12]1, predict the reactants needed to synthesize it. The reactants are: Br[C:2]1[CH:3]=[CH:4][C:5]([C:8](=[O:10])[CH3:9])=[N:6][CH:7]=1.[B:11]1([B:11]2[O:15][C:14]([CH3:17])([CH3:16])[C:13]([CH3:19])([CH3:18])[O:12]2)[O:15][C:14]([CH3:17])([CH3:16])[C:13]([CH3:19])([CH3:18])[O:12]1.C(Cl)Cl.CC([O-])=O.[K+].